This data is from Forward reaction prediction with 1.9M reactions from USPTO patents (1976-2016). The task is: Predict the product of the given reaction. The product is: [Cl:1][C:2]1[CH:3]=[CH:4][C:5]([O:27][CH2:28][CH:29]([CH3:31])[CH3:30])=[C:6]([CH2:8][C:9]2[S:10][CH:11]=[C:12]([C:14]3[NH:18][C:17]4[CH:19]=[CH:20][C:21]([CH2:23][OH:24])=[CH:22][C:16]=4[N:15]=3)[N:13]=2)[CH:7]=1. Given the reactants [Cl:1][C:2]1[CH:3]=[CH:4][C:5]([O:27][CH2:28][CH:29]([CH3:31])[CH3:30])=[C:6]([CH2:8][C:9]2[S:10][CH:11]=[C:12]([C:14]3[NH:18][C:17]4[CH:19]=[CH:20][C:21]([C:23](OC)=[O:24])=[CH:22][C:16]=4[N:15]=3)[N:13]=2)[CH:7]=1.[H-].[H-].[H-].[H-].[Li+].[Al+3], predict the reaction product.